This data is from Full USPTO retrosynthesis dataset with 1.9M reactions from patents (1976-2016). The task is: Predict the reactants needed to synthesize the given product. (1) Given the product [C:9]([C:3]1[CH:4]=[C:5]([F:8])[CH:6]=[CH:7][C:2]=1[NH:1][C:17]([N:19]1[CH:23]=[CH:22][N:21]=[CH:20]1)=[O:18])(=[O:10])[C:11]1[CH:12]=[CH:13][CH:14]=[CH:15][CH:16]=1, predict the reactants needed to synthesize it. The reactants are: [NH2:1][C:2]1[CH:7]=[CH:6][C:5]([F:8])=[CH:4][C:3]=1[C:9]([C:11]1[CH:16]=[CH:15][CH:14]=[CH:13][CH:12]=1)=[O:10].[C:17](N1C=CN=C1)([N:19]1[CH:23]=[CH:22][N:21]=[CH:20]1)=[O:18]. (2) Given the product [Cl:53][C:51]1[S:50][C:33]2[C:34]3[NH:38][C:37]([C:39]4[C:40]([Br:46])=[CH:41][CH:42]=[CH:43][C:44]=4[Br:45])=[N:36][C:35]=3[C:47]3[C:31]([C:32]=2[CH:52]=1)=[CH:30][C:29]([CH2:28][C:27]([CH3:54])([OH:26])[CH3:55])=[CH:49][CH:48]=3, predict the reactants needed to synthesize it. The reactants are: CCCC[N+](CCCC)(CCCC)CCCC.[F-].[Si]([O:26][C:27]([CH3:55])([CH3:54])[CH2:28][C:29]1[CH:30]=[C:31]2[C:47](=[CH:48][CH:49]=1)[C:35]1[N:36]=[C:37]([C:39]3[C:44]([Br:45])=[CH:43][CH:42]=[CH:41][C:40]=3[Br:46])[NH:38][C:34]=1[C:33]1[S:50][C:51]([Cl:53])=[CH:52][C:32]2=1)(C(C)(C)C)(C)C. (3) Given the product [N:49]1[C:50]([C:58]2[CH:59]=[C:60]([NH:64][C:22]([C:18]3[CH2:19][O:20][C:21]4[C:16]([CH:17]=3)=[CH:15][CH:14]=[CH:13][C:12]=4[O:11][CH3:10])=[O:24])[CH:61]=[CH:62][CH:63]=2)=[CH:51][N:52]2[CH:57]=[CH:56][CH:55]=[CH:54][C:53]=12, predict the reactants needed to synthesize it. The reactants are: CCN(C(C)C)C(C)C.[CH3:10][O:11][C:12]1[CH:13]=[CH:14][CH:15]=[C:16]2[C:21]=1[O:20][CH2:19][C:18]([C:22]([OH:24])=O)=[CH:17]2.CN(C(ON1N=NC2C=CC=NC1=2)=[N+](C)C)C.F[P-](F)(F)(F)(F)F.[N:49]1[C:50]([C:58]2[CH:59]=[C:60]([NH2:64])[CH:61]=[CH:62][CH:63]=2)=[CH:51][N:52]2[CH:57]=[CH:56][CH:55]=[CH:54][C:53]=12. (4) Given the product [CH2:1]([C@H:8]([NH:30][C:31]1[CH:36]=[CH:35][NH:34][C:33](=[O:37])[C:32]=1[C:38]1[NH:42][C:41]2[CH:43]=[C:44]([N:49]3[CH2:54][CH2:53][O:52][CH2:51][CH2:50]3)[CH:45]=[C:46]([CH3:47])[C:40]=2[N:39]=1)[CH2:9][OH:10])[C:2]1[CH:3]=[CH:4][CH:5]=[CH:6][CH:7]=1, predict the reactants needed to synthesize it. The reactants are: [CH2:1]([C@H:8]([NH:30][C:31]1[CH:36]=[CH:35][NH:34][C:33](=[O:37])[C:32]=1[C:38]1[NH:42][C:41]2[CH:43]=[C:44](Br)[CH:45]=[C:46]([CH3:47])[C:40]=2[N:39]=1)[CH2:9][O:10]C(C1C=CC=CC=1)(C1C=CC=CC=1)C1C=CC=CC=1)[C:2]1[CH:7]=[CH:6][CH:5]=[CH:4][CH:3]=1.[NH:49]1[CH2:54][CH2:53][O:52][CH2:51][CH2:50]1.C(P(C(C)(C)C)C(C)(C)C)(C)(C)C.CC(C)([O-])C.[Na+].O1CCOCC1.Cl. (5) Given the product [C:37]([O:36][C:34]([NH:33][C@@H:29]1[CH2:30][CH2:31][CH2:32][N:27]([C:3]2[C:2]([CH:41]3[CH2:43][CH2:42]3)=[CH:7][N:6]=[C:5]3[N:8]([C:20]([O:22][C:23]([CH3:26])([CH3:25])[CH3:24])=[O:21])[CH:9]=[C:10]([NH:11][C:12](=[O:19])[C:13]4[CH:18]=[CH:17][CH:16]=[N:15][CH:14]=4)[C:4]=23)[CH2:28]1)=[O:35])([CH3:40])([CH3:39])[CH3:38], predict the reactants needed to synthesize it. The reactants are: Br[C:2]1[C:3]([N:27]2[CH2:32][CH2:31][CH2:30][C@@H:29]([NH:33][C:34]([O:36][C:37]([CH3:40])([CH3:39])[CH3:38])=[O:35])[CH2:28]2)=[C:4]2[C:10]([NH:11][C:12](=[O:19])[C:13]3[CH:18]=[CH:17][CH:16]=[N:15][CH:14]=3)=[CH:9][N:8]([C:20]([O:22][C:23]([CH3:26])([CH3:25])[CH3:24])=[O:21])[C:5]2=[N:6][CH:7]=1.[CH:41]1(B(O)O)[CH2:43][CH2:42]1.[O-]P([O-])([O-])=O.[K+].[K+].[K+].C1(P(C2CCCCC2)C2CCCCC2)CCCCC1.